Predict which catalyst facilitates the given reaction. From a dataset of Catalyst prediction with 721,799 reactions and 888 catalyst types from USPTO. (1) Reactant: [C:1](=[O:14])([O:5][CH:6]([O:8][C:9](=[O:13])[CH:10]([CH3:12])[CH3:11])[CH3:7])SCC.[CH2:15]1[CH2:20][CH2:19][C:18]([CH2:25][NH2:26])([CH2:21][C:22]([OH:24])=[O:23])[CH2:17][CH2:16]1.C([N+](CCCC)(CCCC)CCCC)CCC. Product: [CH3:12][CH:10]([C:9]([O:8][CH:6]([O:5][C:1]([NH:26][CH2:25][C:18]1([CH2:21][C:22]([OH:24])=[O:23])[CH2:19][CH2:20][CH2:15][CH2:16][CH2:17]1)=[O:14])[CH3:7])=[O:13])[CH3:11]. The catalyst class is: 2. (2) Reactant: O=[C:2]1[CH2:7][CH2:6][CH2:5][CH2:4][C:3]1([CH2:11][C:12]([O-:14])=[O:13])[CH2:8][CH2:9][CH3:10].[CH:15]([C:18]1[CH:23]=[CH:22][C:21]([N:24]([C@H:26]([C:30]2[CH:35]=[CH:34][C:33]([C:36]([F:39])([F:38])[F:37])=[CH:32][CH:31]=2)[CH2:27][CH2:28][CH3:29])N)=[CH:20][CH:19]=1)([CH3:17])[CH3:16].[CH2:40](O)C. Product: [CH:15]([C:18]1[CH:23]=[C:22]2[C:21](=[CH:20][CH:19]=1)[N:24]([CH:26]([C:30]1[CH:35]=[CH:34][C:33]([C:36]([F:39])([F:38])[F:37])=[CH:32][CH:31]=1)[CH2:27][CH2:28][CH3:29])[C:2]1[C:3]([CH2:11][C:12]([O:14][CH3:40])=[O:13])([CH2:8][CH2:9][CH3:10])[CH2:4][CH2:5][CH2:6][C:7]2=1)([CH3:17])[CH3:16]. The catalyst class is: 33.